Predict the product of the given reaction. From a dataset of Forward reaction prediction with 1.9M reactions from USPTO patents (1976-2016). (1) Given the reactants [NH2:1][C:2]1[CH:3]=[CH:4][C:5]2[O:10][C@@H:9]([CH2:11][N:12]3[CH2:17][CH2:16][N:15]([CH3:18])[C:14](=[O:19])[CH2:13]3)[CH2:8][N:7]([S:20]([C:23]3[CH:28]=[CH:27][CH:26]=[C:25]([Cl:29])[CH:24]=3)(=[O:22])=[O:21])[C:6]=2[CH:30]=1.C(N(CC)CC)C.[Cl:38][C:39]1[CH:47]=[CH:46][CH:45]=[C:44]([Cl:48])[C:40]=1[C:41](Cl)=[O:42], predict the reaction product. The product is: [Cl:38][C:39]1[CH:47]=[CH:46][CH:45]=[C:44]([Cl:48])[C:40]=1[C:41]([NH:1][C:2]1[CH:3]=[CH:4][C:5]2[O:10][C@@H:9]([CH2:11][N:12]3[CH2:17][CH2:16][N:15]([CH3:18])[C:14](=[O:19])[CH2:13]3)[CH2:8][N:7]([S:20]([C:23]3[CH:28]=[CH:27][CH:26]=[C:25]([Cl:29])[CH:24]=3)(=[O:21])=[O:22])[C:6]=2[CH:30]=1)=[O:42]. (2) Given the reactants [C:1]([N:5]1[C:9]([C:10]2[CH:15]=[C:14]([F:16])[C:13]([F:17])=[CH:12][C:11]=2[F:18])=[C:8](I)[CH:7]=[N:6]1)([CH3:4])([CH3:3])[CH3:2].C([Mg]Br)C.CN([CH:27]=[O:28])C.[Cl-].[NH4+], predict the reaction product. The product is: [C:1]([N:5]1[C:9]([C:10]2[CH:15]=[C:14]([F:16])[C:13]([F:17])=[CH:12][C:11]=2[F:18])=[C:8]([CH:27]=[O:28])[CH:7]=[N:6]1)([CH3:4])([CH3:3])[CH3:2].